Dataset: Catalyst prediction with 721,799 reactions and 888 catalyst types from USPTO. Task: Predict which catalyst facilitates the given reaction. (1) Reactant: [C:1]([NH:4][C:5]([CH2:16][CH2:17][C:18]1[CH:23]=[CH:22][C:21]([S:24][C:25]2[CH:30]=[CH:29][C:28]([C:31]3[N:32]=[C:33]([CH2:36][CH2:37][CH3:38])[O:34][CH:35]=3)=[CH:27][CH:26]=2)=[CH:20][CH:19]=1)([C:11](OCC)=[O:12])[C:6](OCC)=[O:7])(=[O:3])[CH3:2].OP([O-])([O-])=O.[K+].[K+].[BH4-].[Na+].[OH-].[Na+]. Product: [OH:7][CH2:6][C:5]([NH:4][C:1](=[O:3])[CH3:2])([CH2:11][OH:12])[CH2:16][CH2:17][C:18]1[CH:19]=[CH:20][C:21]([S:24][C:25]2[CH:30]=[CH:29][C:28]([C:31]3[N:32]=[C:33]([CH2:36][CH2:37][CH3:38])[O:34][CH:35]=3)=[CH:27][CH:26]=2)=[CH:22][CH:23]=1. The catalyst class is: 88. (2) Reactant: [CH3:1][N:2]([CH3:17])[C:3]1[CH:16]=[CH:15][C:6]([CH2:7][CH2:8][N:9]2[CH2:13][CH2:12][C@H:11]([OH:14])[CH2:10]2)=[CH:5][CH:4]=1.C(N(CC)CC)C.[CH3:25][S:26](Cl)(=[O:28])=[O:27]. The catalyst class is: 46. Product: [CH3:17][N:2]([CH3:1])[C:3]1[CH:4]=[CH:5][C:6]([CH2:7][CH2:8][N:9]2[CH2:13][CH2:12][C@H:11]([O:14][S:26]([CH3:25])(=[O:28])=[O:27])[CH2:10]2)=[CH:15][CH:16]=1. (3) Reactant: [C:1]([O:5][C:6](=[O:14])[NH:7][C:8]1[CH:13]=[CH:12][N:11]=[CH:10][CH:9]=1)([CH3:4])([CH3:3])[CH3:2].CN(C)CCN(C)C.C([Li])CCC.[I:28]I. Product: [C:1]([O:5][C:6](=[O:14])[NH:7][C:8]1[CH:13]=[CH:12][N:11]=[CH:10][C:9]=1[I:28])([CH3:4])([CH3:2])[CH3:3]. The catalyst class is: 56. (4) Reactant: [CH:1]([O:4][C:5](=[O:41])[CH2:6][O:7][C:8]1[CH:9]=[C:10]([C:14]2[N:23]=[C:22]([NH:24][C:25]3[CH:26]=[C:27]4[C:31](=[CH:32][CH:33]=3)[N:30](C(OC(C)(C)C)=O)[N:29]=[CH:28]4)[C:21]3[C:16](=[CH:17][CH:18]=[CH:19][CH:20]=3)[N:15]=2)[CH:11]=[CH:12][CH:13]=1)([CH3:3])[CH3:2].Cl. The catalyst class is: 12. Product: [NH:30]1[C:31]2[C:27](=[CH:26][C:25]([NH:24][C:22]3[C:21]4[C:16](=[CH:17][CH:18]=[CH:19][CH:20]=4)[N:15]=[C:14]([C:10]4[CH:9]=[C:8]([CH:13]=[CH:12][CH:11]=4)[O:7][CH2:6][C:5]([O:4][CH:1]([CH3:2])[CH3:3])=[O:41])[N:23]=3)=[CH:33][CH:32]=2)[CH:28]=[N:29]1. (5) Reactant: [C:1]([C:3]([NH:8]C(=O)OCC1C=CC=CC=1)([CH2:5][CH2:6][F:7])[CH3:4])#[N:2].[Cl:19]CCl.C1CCCCC1. Product: [ClH:19].[ClH:19].[F:7][CH2:6][CH2:5][C:3]([CH3:4])([NH2:8])[CH2:1][NH2:2]. The catalyst class is: 45. (6) Reactant: [CH3:1][N:2]([CH3:32])[CH2:3][CH2:4][CH2:5][NH:6]C(C1C=C(C2C=CC(CSCCOC3C=CC=CC=3)=CC=2)C=CC=1)=O.[O:33]([CH2:40][CH2:41][S:42][CH2:43][C:44]1[CH:45]=[C:46]([C:50]2[C:51]([C:56](O)=[O:57])=[CH:52][CH:53]=[CH:54][CH:55]=2)[CH:47]=[CH:48][CH:49]=1)[C:34]1[CH:39]=[CH:38][CH:37]=[CH:36][CH:35]=1.CN(C)CCCN. Product: [CH3:1][N:2]([CH3:32])[CH2:3][CH2:4][CH2:5][NH:6][C:56]([C:51]1[C:50]([C:46]2[CH:47]=[CH:48][CH:49]=[C:44]([CH2:43][S:42][CH2:41][CH2:40][O:33][C:34]3[CH:39]=[CH:38][CH:37]=[CH:36][CH:35]=3)[CH:45]=2)=[CH:55][CH:54]=[CH:53][CH:52]=1)=[O:57]. The catalyst class is: 1. (7) Reactant: C([O:3][C:4](=[O:37])[C:5]([O:8][C:9]1[CH:14]=[CH:13][C:12]([CH2:15][CH2:16][CH2:17][CH:18]2[CH2:22][N:21]([CH2:23][C:24]3[CH:29]=[CH:28][C:27]([C:30]([CH3:33])([CH3:32])[CH3:31])=[CH:26][CH:25]=3)[C:20](=[O:34])[N:19]2[CH3:35])=[CH:11][C:10]=1[CH3:36])([CH3:7])[CH3:6])C. Product: [C:30]([C:27]1[CH:28]=[CH:29][C:24]([CH2:23][N:21]2[CH2:22][CH:18]([CH2:17][CH2:16][CH2:15][C:12]3[CH:13]=[CH:14][C:9]([O:8][C:5]([CH3:6])([CH3:7])[C:4]([OH:37])=[O:3])=[C:10]([CH3:36])[CH:11]=3)[N:19]([CH3:35])[C:20]2=[O:34])=[CH:25][CH:26]=1)([CH3:31])([CH3:32])[CH3:33]. The catalyst class is: 5. (8) Reactant: C([O-])([O-])=O.[K+].[K+].[F:7][C:8]1[CH:16]=[CH:15][C:14](I)=[C:13]2[C:9]=1[CH2:10][N:11]([CH2:19][CH2:20][C:21]1[N:22]=[C:23]3[CH:28]=[CH:27][CH:26]=[CH:25][N:24]3[CH:29]=1)[C:12]2=[O:18].[N:30]1[CH:35]=[CH:34][CH:33]=[C:32](B(O)O)[CH:31]=1.O. Product: [F:7][C:8]1[CH:16]=[CH:15][C:14]([C:32]2[CH:31]=[N:30][CH:35]=[CH:34][CH:33]=2)=[C:13]2[C:9]=1[CH2:10][N:11]([CH2:19][CH2:20][C:21]1[N:22]=[C:23]3[CH:28]=[CH:27][CH:26]=[CH:25][N:24]3[CH:29]=1)[C:12]2=[O:18]. The catalyst class is: 233. (9) The catalyst class is: 3. Reactant: [CH3:1][CH2:2][N:3]([CH2:6][CH2:7][NH:8][C:9]1[CH:14]=[CH:13][C:12]2[N:15]=[CH:16][N:17]3[C:18]4[CH:25]=[CH:24][C:23]([OH:26])=[CH:22][C:19]=4[C:20](=[O:21])[C:10]=1[C:11]=23)[CH2:4][CH3:5].O.Cl.Cl.C(=O)([O-])[O-].[Cs+].[Cs+].[CH3:36][C:37]([CH3:42])([CH3:41])[C:38](Cl)=[O:39]. Product: [CH2:4]([N:3]([CH2:2][CH3:1])[CH2:6][CH2:7][NH:8][C:9]1[C:10]2=[C:11]3[C:12]([N:15]=[CH:16][N:17]3[C:18]3[C:19]([C:20]2=[O:21])=[CH:22][C:23]([O:26][C:38](=[O:39])[C:37]([CH3:42])([CH3:41])[CH3:36])=[CH:24][CH:25]=3)=[CH:13][CH:14]=1)[CH3:5].